From a dataset of NCI-60 drug combinations with 297,098 pairs across 59 cell lines. Regression. Given two drug SMILES strings and cell line genomic features, predict the synergy score measuring deviation from expected non-interaction effect. (1) Drug 1: CC1=C(C(CCC1)(C)C)C=CC(=CC=CC(=CC(=O)O)C)C. Drug 2: CN(C(=O)NC(C=O)C(C(C(CO)O)O)O)N=O. Cell line: OVCAR3. Synergy scores: CSS=-7.70, Synergy_ZIP=6.92, Synergy_Bliss=4.44, Synergy_Loewe=-5.77, Synergy_HSA=-6.22. (2) Synergy scores: CSS=12.5, Synergy_ZIP=-3.83, Synergy_Bliss=2.53, Synergy_Loewe=-17.2, Synergy_HSA=0.277. Drug 2: C1CNP(=O)(OC1)N(CCCl)CCCl. Drug 1: CC1=C(N=C(N=C1N)C(CC(=O)N)NCC(C(=O)N)N)C(=O)NC(C(C2=CN=CN2)OC3C(C(C(C(O3)CO)O)O)OC4C(C(C(C(O4)CO)O)OC(=O)N)O)C(=O)NC(C)C(C(C)C(=O)NC(C(C)O)C(=O)NCCC5=NC(=CS5)C6=NC(=CS6)C(=O)NCCC[S+](C)C)O. Cell line: UACC62. (3) Drug 1: CNC(=O)C1=CC=CC=C1SC2=CC3=C(C=C2)C(=NN3)C=CC4=CC=CC=N4. Drug 2: CC1C(C(=O)NC(C(=O)N2CCCC2C(=O)N(CC(=O)N(C(C(=O)O1)C(C)C)C)C)C(C)C)NC(=O)C3=C4C(=C(C=C3)C)OC5=C(C(=O)C(=C(C5=N4)C(=O)NC6C(OC(=O)C(N(C(=O)CN(C(=O)C7CCCN7C(=O)C(NC6=O)C(C)C)C)C)C(C)C)C)N)C. Cell line: MDA-MB-231. Synergy scores: CSS=-0.847, Synergy_ZIP=7.18, Synergy_Bliss=7.34, Synergy_Loewe=4.68, Synergy_HSA=3.73. (4) Drug 1: C1CN(CCN1C(=O)CCBr)C(=O)CCBr. Drug 2: C1CN(P(=O)(OC1)NCCCl)CCCl. Cell line: OVCAR-5. Synergy scores: CSS=6.56, Synergy_ZIP=-6.31, Synergy_Bliss=-6.22, Synergy_Loewe=-13.1, Synergy_HSA=-5.06.